This data is from Forward reaction prediction with 1.9M reactions from USPTO patents (1976-2016). The task is: Predict the product of the given reaction. (1) The product is: [NH2:4][C:5]1[CH:13]=[C:12]([N+:14]([O-:16])=[O:15])[C:11]([O:17][CH3:18])=[CH:10][C:6]=1[C:7]([OH:9])=[O:8]. Given the reactants C([NH:4][C:5]1[CH:13]=[C:12]([N+:14]([O-:16])=[O:15])[C:11]([O:17][CH3:18])=[CH:10][C:6]=1[C:7]([OH:9])=[O:8])(=O)C.Cl, predict the reaction product. (2) Given the reactants [Cl:1][C:2]1[C:3]([O:21][CH3:22])=[C:4]([C:14]2[O:15][CH2:16][CH:17]([CH2:19][OH:20])[N:18]=2)[CH:5]=[C:6]([O:8][CH2:9][CH:10]=[C:11]([Cl:13])[Cl:12])[CH:7]=1.O[C:24]1[CH:29]=[CH:28][C:27]([C:30]([F:33])([F:32])[F:31])=[CH:26][N:25]=1.C1(P(C2C=CC=CC=2)C2C=CC=CC=2)C=CC=CC=1.N(C(OCC)=O)=NC(OCC)=O, predict the reaction product. The product is: [Cl:1][C:2]1[C:3]([O:21][CH3:22])=[C:4]([C:14]2[O:15][CH2:16][CH:17]([CH2:19][O:20][C:24]3[CH:29]=[CH:28][C:27]([C:30]([F:33])([F:32])[F:31])=[CH:26][N:25]=3)[N:18]=2)[CH:5]=[C:6]([O:8][CH2:9][CH:10]=[C:11]([Cl:12])[Cl:13])[CH:7]=1. (3) Given the reactants [C:1]([C:3]1[CH:4]=[C:5]([NH:9][C:10](=[O:33])[NH:11][C:12]2[CH:17]=[CH:16][C:15]([S:18]([NH:21][CH2:22][C:23]3[CH:28]=[CH:27][C:26]([S:29](=[O:32])(=[O:31])[NH2:30])=[CH:25][CH:24]=3)(=[O:20])=[O:19])=[CH:14][CH:13]=2)[CH:6]=[CH:7][CH:8]=1)#[N:2].[NH:34]1[CH2:39][CH2:38][CH:37]([C:40]([NH2:42])=[O:41])[CH2:36][CH2:35]1, predict the reaction product. The product is: [NH:2]=[C:1]([C:3]1[CH:8]=[CH:7][CH:6]=[C:5]([NH:9][C:10]([NH:11][C:12]2[CH:17]=[CH:16][C:15]([S:18](=[O:20])(=[O:19])[NH:21][CH2:22][C:23]3[CH:28]=[CH:27][C:26]([S:29](=[O:32])(=[O:31])[NH2:30])=[CH:25][CH:24]=3)=[CH:14][CH:13]=2)=[O:33])[CH:4]=1)[N:34]1[CH2:39][CH2:38][CH:37]([C:40]([NH2:42])=[O:41])[CH2:36][CH2:35]1. (4) Given the reactants C([N:8]1[CH2:13][CH2:12][N:11]([C:14](=[O:30])[CH2:15][CH2:16][C:17]2[CH:22]=[CH:21][CH:20]=[CH:19][C:18]=2[O:23][C:24]2[CH:29]=[CH:28][CH:27]=[CH:26][CH:25]=2)[C@H:10]([CH2:31][C:32]2[CH:37]=[CH:36][C:35]([OH:38])=[CH:34][CH:33]=2)[CH2:9]1)C1C=CC=CC=1.[N:39]1([C:45](Cl)=[O:46])[CH2:44][CH2:43]O[CH2:41][CH2:40]1.[CH:48]([O-])=O.[NH4+:51], predict the reaction product. The product is: [CH3:48][N:51]1[CH2:43][CH2:44][N:39]([C:45]([O:38][C:35]2[CH:34]=[CH:33][C:32]([CH2:31][C@@H:10]3[CH2:9][NH:8][CH2:13][CH2:12][N:11]3[C:14](=[O:30])[CH2:15][CH2:16][C:17]3[CH:22]=[CH:21][CH:20]=[CH:19][C:18]=3[O:23][C:24]3[CH:25]=[CH:26][CH:27]=[CH:28][CH:29]=3)=[CH:37][CH:36]=2)=[O:46])[CH2:40][CH2:41]1. (5) The product is: [Cl:69][C:55]1[N:54]=[C:53]([C:70]2[CH:71]=[CH:72][C:73]([C:76]([F:79])([F:77])[F:78])=[CH:74][CH:75]=2)[C:52]2[CH:51]=[C:50]([C:48]([OH:49])=[O:47])[N:58]([C:59]3[CH:64]=[CH:63][C:62]([O:65][CH:66]([CH3:67])[CH3:68])=[CH:61][CH:60]=3)[C:57]=2[CH:56]=1. Given the reactants C(OC(C1N(C2C=CC(OC(C)C)=CC=2)C2C=C(C3C=CC(C(F)(F)F)=CC=3)N=C(C3C=CC(C(F)(F)F)=CC=3)C=2C=1)=O)C.C([O:47][C:48]([C:50]1[N:58]([C:59]2[CH:64]=[CH:63][C:62]([O:65][CH:66]([CH3:68])[CH3:67])=[CH:61][CH:60]=2)[C:57]2[CH:56]=[C:55]([Cl:69])[N:54]=[C:53]([C:70]3[CH:75]=[CH:74][C:73]([C:76]([F:79])([F:78])[F:77])=[CH:72][CH:71]=3)[C:52]=2[CH:51]=1)=[O:49])C, predict the reaction product.